Dataset: Catalyst prediction with 721,799 reactions and 888 catalyst types from USPTO. Task: Predict which catalyst facilitates the given reaction. (1) Reactant: [CH3:1][C:2]1[N:6]([CH:7]2[CH2:13][CH:12]3[N:14]([CH2:15][CH2:16][C:17]4([C:35]5[CH:40]=[CH:39][CH:38]=[CH:37][CH:36]=5)[CH2:22][CH2:21][N:20]([C:23]([C:25]5[CH:30]=[CH:29][C:28]([S:31]([NH2:34])(=[O:33])=[O:32])=[CH:27][CH:26]=5)=[O:24])[CH2:19][CH2:18]4)[CH:9]([CH2:10][CH2:11]3)[CH2:8]2)[C:5]2[CH:41]=[CH:42][CH:43]=[CH:44][C:4]=2[N:3]=1.[C:45](Br)(=[O:47])[CH3:46].C(N(CC)C(C)C)(C)C. Product: [C:45]([NH:34][S:31]([C:28]1[CH:27]=[CH:26][C:25]([C:23]([N:20]2[CH2:21][CH2:22][C:17]([CH2:16][CH2:15][N:14]3[CH:12]4[CH2:11][CH2:10][CH:9]3[CH2:8][CH:7]([N:6]3[C:5]5[CH:41]=[CH:42][CH:43]=[CH:44][C:4]=5[N:3]=[C:2]3[CH3:1])[CH2:13]4)([C:35]3[CH:36]=[CH:37][CH:38]=[CH:39][CH:40]=3)[CH2:18][CH2:19]2)=[O:24])=[CH:30][CH:29]=1)(=[O:33])=[O:32])(=[O:47])[CH3:46]. The catalyst class is: 4. (2) Reactant: [CH3:1][C:2]1[CH:7]=[CH:6][C:5]([CH2:8][C:9]([OH:11])=O)=[CH:4][CH:3]=1.C(Cl)CCl.[NH2:16][NH2:17].C(OCC)(=O)C. Product: [CH3:1][C:2]1[CH:7]=[CH:6][C:5]([CH2:8][C:9]([NH:16][NH2:17])=[O:11])=[CH:4][CH:3]=1. The catalyst class is: 10. (3) Reactant: [F:1][C:2]1[CH:22]=[C:21]([C:23]#[C:24][Si](C)(C)C)[CH:20]=[CH:19][C:3]=1[NH:4][C:5]1[C:6]([C:12]([NH:14][CH2:15][CH2:16][CH2:17][OH:18])=[O:13])=[CH:7][NH:8][C:9](=[O:11])[CH:10]=1.C([O-])([O-])=O.[K+].[K+]. Product: [C:23]([C:21]1[CH:20]=[CH:19][C:3]([NH:4][C:5]2[C:6]([C:12]([NH:14][CH2:15][CH2:16][CH2:17][OH:18])=[O:13])=[CH:7][NH:8][C:9](=[O:11])[CH:10]=2)=[C:2]([F:1])[CH:22]=1)#[CH:24]. The catalyst class is: 92. (4) Reactant: [CH3:1][S:2][C:3]1[C:8]2[CH:9]=[C:10]3[N:14]([C:7]=2[CH:6]=[CH:5][N:4]=1)[CH2:13][CH2:12][CH:11]3[CH:15](C(OC)=O)[C:16]([O:18][CH3:19])=[O:17].CS(C)=O.[Na+].[Cl-]. Product: [CH3:1][S:2][C:3]1[C:8]2[CH:9]=[C:10]3[N:14]([C:7]=2[CH:6]=[CH:5][N:4]=1)[CH2:13][CH2:12][CH:11]3[CH2:15][C:16]([O:18][CH3:19])=[O:17]. The catalyst class is: 6.